Dataset: Catalyst prediction with 721,799 reactions and 888 catalyst types from USPTO. Task: Predict which catalyst facilitates the given reaction. Reactant: [Br:1][C:2]1[CH:3]=[C:4]2[C:9]([NH:10][C@H:11]3[C@@H:15]([CH3:16])[CH2:14][N:13]([C:17]([O:19]CC4C=CC=CC=4)=[O:18])[CH2:12]3)=[C:8]([C:27](=[O:29])[NH2:28])[CH:7]=[N:6][N:5]2[CH:30]=1.BrC1C=C2[C:39](Cl)=[C:38]([C:41](N)=O)[CH:37]=NN2C=1.N[C@H]1[C@@H](C)CN(C(OCC2C=CC=CC=2)=O)C1.I[Si](C)(C)C.C(OC(OC(OC(C)(C)C)=O)=O)(C)(C)C.C(N(CC)C(C)C)(C)C. Product: [Br:1][C:2]1[CH:3]=[C:4]2[C:9]([NH:10][C@H:11]3[C@@H:15]([CH3:16])[CH2:14][N:13]([C:17]([O:19][C:38]([CH3:41])([CH3:39])[CH3:37])=[O:18])[CH2:12]3)=[C:8]([C:27](=[O:29])[NH2:28])[CH:7]=[N:6][N:5]2[CH:30]=1. The catalyst class is: 291.